From a dataset of Catalyst prediction with 721,799 reactions and 888 catalyst types from USPTO. Predict which catalyst facilitates the given reaction. (1) Product: [Br:16][CH2:11][C:10]([C:9]1[C:5]([CH:3]([O:2][CH3:1])[CH3:4])=[N:6][NH:7][CH:8]=1)=[O:12]. The catalyst class is: 22. Reactant: [CH3:1][O:2][CH:3]([C:5]1[C:9]([C:10](=[O:12])[CH3:11])=[CH:8][N:7](COC)[N:6]=1)[CH3:4].[Br-:16].[Br-].[Br-].C1([N+](C)(C)C)C=CC=CC=1.C1([N+](C)(C)C)C=CC=CC=1.C1([N+](C)(C)C)C=CC=CC=1. (2) Reactant: [CH3:1][S:2](OCC1N=NN(CC[C@H]2O[C@H](C3C=CC=C(OC)C=3OC)C3C=C(Cl)C=CC=3N3C=CC=C23)C=1)(=[O:4])=[O:3].[Cl:39][C:40]1[CH:41]=[CH:42][C:43]2[N:49]3[CH:50]=[CH:51][CH:52]=[C:48]3[C@@H:47]([CH2:53][CH2:54][N:55]3[CH:59]=[CH:58][C:57]([CH2:60][OH:61])=[N:56]3)[O:46][C@H:45]([C:62]3[CH:67]=[CH:66][CH:65]=[C:64]([O:68][CH3:69])[C:63]=3[O:70][CH3:71])[C:44]=2[CH:72]=1.CS(Cl)(=O)=O. Product: [CH3:1][S:2]([O:61][CH2:60][C:57]1[CH:58]=[CH:59][N:55]([CH2:54][CH2:53][C@H:47]2[O:46][C@H:45]([C:62]3[CH:67]=[CH:66][CH:65]=[C:64]([O:68][CH3:69])[C:63]=3[O:70][CH3:71])[C:44]3[CH:72]=[C:40]([Cl:39])[CH:41]=[CH:42][C:43]=3[N:49]3[CH:50]=[CH:51][CH:52]=[C:48]23)[N:56]=1)(=[O:4])=[O:3]. The catalyst class is: 66. (3) The catalyst class is: 93. Reactant: [CH2:1]([C:3]1[CH:4]=[C:5]([C:11]2[CH:16]=[CH:15][C:14]([C:17](=[O:19])[CH3:18])=[CH:13][CH:12]=2)[CH:6]=[CH:7][C:8]=1[O:9]C)[CH3:2].[C:20](OCC)(=[O:26])[C:21]([O:23][CH2:24][CH3:25])=[O:22].CC([O-])(C)C.[K+].CO. Product: [CH2:24]([O:23][C:21](=[O:22])[C:20]([OH:26])=[CH:18][C:17]([C:14]1[CH:15]=[CH:16][C:11]([C:5]2[CH:6]=[CH:7][C:8]([OH:9])=[C:3]([CH2:1][CH3:2])[CH:4]=2)=[CH:12][CH:13]=1)=[O:19])[CH3:25]. (4) Reactant: [CH3:1][N:2]1[CH:6]=[C:5]([NH:7][C:8]([C:10]2[CH:15]=[CH:14][CH:13]=[CH:12][C:11]=2[N:16]2[CH2:21][CH2:20][O:19][CH2:18][CH2:17]2)=[O:9])[CH:4]=[C:3]1[C:22]([O:24]C)=[O:23].[OH-].[Na+].ClCCl.C(O)C. Product: [CH3:1][N:2]1[CH:6]=[C:5]([NH:7][C:8]([C:10]2[CH:15]=[CH:14][CH:13]=[CH:12][C:11]=2[N:16]2[CH2:17][CH2:18][O:19][CH2:20][CH2:21]2)=[O:9])[CH:4]=[C:3]1[C:22]([OH:24])=[O:23]. The catalyst class is: 5. (5) Reactant: CC(C[AlH]CC(C)C)C.C[O:11][C:12](=O)[CH:13]=[C:14]1[CH2:19][CH2:18][O:17][CH2:16][CH2:15]1. Product: [O:17]1[CH2:18][CH2:19][C:14](=[CH:13][CH2:12][OH:11])[CH2:15][CH2:16]1. The catalyst class is: 2.